From a dataset of Full USPTO retrosynthesis dataset with 1.9M reactions from patents (1976-2016). Predict the reactants needed to synthesize the given product. (1) The reactants are: Cl[CH2:2][C:3]1[S:7][C:6]([C:8]2[CH:13]=[CH:12][CH:11]=[CH:10][CH:9]=2)=[N:5][C:4]=1[CH3:14].[O:15]=[CH:16][C:17]1[CH:25]=[CH:24][C:22]([OH:23])=[C:19]([O:20][CH3:21])[CH:18]=1.C(=O)([O-])[O-].[K+].[K+].CN(C)C=O. Given the product [CH3:21][O:20][C:19]1[CH:18]=[C:17]([CH:25]=[CH:24][C:22]=1[O:23][CH2:2][C:3]1[S:7][C:6]([C:8]2[CH:13]=[CH:12][CH:11]=[CH:10][CH:9]=2)=[N:5][C:4]=1[CH3:14])[CH:16]=[O:15], predict the reactants needed to synthesize it. (2) Given the product [ClH:1].[Cl:1][C:2]1[C:9]([Cl:10])=[CH:8][CH:7]=[C:6]([Cl:11])[C:3]=1[CH:4]=[N:16][NH:15][C:12]([NH2:14])=[NH:13], predict the reactants needed to synthesize it. The reactants are: [Cl:1][C:2]1[C:9]([Cl:10])=[CH:8][CH:7]=[C:6]([Cl:11])[C:3]=1[CH:4]=O.[C:12]([NH:15][NH2:16])([NH2:14])=[NH:13].Cl. (3) The reactants are: [CH3:1][O:2][C:3]([C:5]1[S:6][C:7](Br)=[C:8]([Br:11])[C:9]=1[F:10])=[O:4].[N:13]1[CH:18]=[CH:17][CH:16]=[C:15](B(O)O)[CH:14]=1.C([O-])([O-])=O.[Na+].[Na+].C1(C)C=CC=CC=1. Given the product [CH3:1][O:2][C:3]([C:5]1[S:6][C:7]([C:15]2[CH:14]=[N:13][CH:18]=[CH:17][CH:16]=2)=[C:8]([Br:11])[C:9]=1[F:10])=[O:4], predict the reactants needed to synthesize it. (4) Given the product [CH3:1][C:2]1[CH:9]=[CH:8][CH:7]=[C:6]([CH3:10])[C:3]=1[CH2:4][O:5][C:30]1[CH:29]=[C:28]([CH2:34][C:35]([O:37][CH2:38][CH3:39])=[O:36])[CH:27]=[CH:26][C:31]=1[O:32][CH3:33], predict the reactants needed to synthesize it. The reactants are: [CH3:1][C:2]1[CH:9]=[CH:8][CH:7]=[C:6]([CH3:10])[C:3]=1[CH2:4][OH:5].N(C(OC(C)C)=O)=NC(OC(C)C)=O.O[C:26]1[CH:27]=[C:28]([CH2:34][C:35]([O:37][CH2:38][CH3:39])=[O:36])[CH:29]=[CH:30][C:31]=1[O:32][CH3:33].C1(P(C2C=CC=CC=2)C2C=CC=CC=2)C=CC=CC=1. (5) Given the product [Br:1][C:2]1[S:6][C:5]([CH2:7][Br:11])=[CH:4][C:3]=1[CH3:9], predict the reactants needed to synthesize it. The reactants are: [Br:1][C:2]1[S:6][C:5]([CH2:7]O)=[CH:4][C:3]=1[CH3:9].C(Br)(Br)(Br)[Br:11].C1(P(C2C=CC=CC=2)C2C=CC=CC=2)C=CC=CC=1. (6) Given the product [CH3:22][N:2]([CH3:1])[C:3]([CH2:5][CH2:6][CH2:7][CH:8]=[CH:9][C:10]1[CH:11]=[C:12]([CH:19]=[CH:20][CH:21]=1)[C:13]([NH:15][CH2:16][CH2:17][F:18])=[O:14])=[O:4], predict the reactants needed to synthesize it. The reactants are: [CH3:1][N:2]([CH3:22])[C:3]([CH2:5][CH2:6][CH2:7][C:8]#[C:9][C:10]1[CH:11]=[C:12]([CH:19]=[CH:20][CH:21]=1)[C:13]([NH:15][CH2:16][CH2:17][F:18])=[O:14])=[O:4]. (7) Given the product [Cl:1][C:2]1[CH:3]=[C:4]([CH:8]=[CH:9][CH:10]=1)[C:5]([NH:13][C:12](=[S:11])[NH:19][C:18]1[CH:20]=[C:21]([F:23])[CH:22]=[C:16]([Cl:15])[CH:17]=1)=[O:6], predict the reactants needed to synthesize it. The reactants are: [Cl:1][C:2]1[CH:3]=[C:4]([CH:8]=[CH:9][CH:10]=1)[C:5](Cl)=[O:6].[S-:11][C:12]#[N:13].[K+].[Cl:15][C:16]1[CH:17]=[C:18]([CH:20]=[C:21]([F:23])[CH:22]=1)[NH2:19]. (8) Given the product [C:1]1([C:30]2[CH:35]=[CH:34][CH:33]=[CH:32][CH:31]=2)[CH:6]=[CH:5][C:4]([CH:7]2[CH:26]=[C:25]3[C:10](=[C:11]([C:51]4[CH:52]=[CH:53][C:54]5[N:42]([C:36]6[CH:41]=[CH:40][CH:39]=[CH:38][CH:37]=6)[C:43]6[C:48]([C:49]=5[CH:50]=4)=[CH:47][CH:46]=[CH:45][CH:44]=6)[C:12]4[CH:13]=[C:14]5[C:22]([C:23]([CH3:28])([CH3:27])[C:24]=43)=[C:21]3[C:16]([CH:17]=[CH:18][CH:19]=[CH:20]3)=[N:15]5)[CH:9]=[CH:8]2)=[CH:3][CH:2]=1, predict the reactants needed to synthesize it. The reactants are: [C:1]1([C:30]2[CH:35]=[CH:34][CH:33]=[CH:32][CH:31]=2)[CH:6]=[CH:5][C:4]([CH:7]2[CH:26]=[C:25]3[C:10](=[C:11](Br)[C:12]4[CH:13]=[C:14]5[C:22]([C:23]([CH3:28])([CH3:27])[C:24]=43)=[C:21]3[C:16]([CH:17]=[CH:18][CH:19]=[CH:20]3)=[N:15]5)[CH:9]=[CH:8]2)=[CH:3][CH:2]=1.[C:36]1([N:42]2[C:54]3[CH:53]=[CH:52][C:51](B4OC(C)(C)C(C)(C)O4)=[CH:50][C:49]=3[C:48]3[C:43]2=[CH:44][CH:45]=[CH:46][CH:47]=3)[CH:41]=[CH:40][CH:39]=[CH:38][CH:37]=1.C(=O)([O-])[O-].[K+].[K+]. (9) Given the product [Cl:41][C:35]1[CH:34]=[C:33]([NH:32][C:10](=[O:11])[CH2:9][CH:31]([C:25]2[CH:30]=[CH:29][CH:28]=[CH:27][CH:26]=2)[CH2:23][C:22]([OH:21])=[O:24])[CH:40]=[CH:39][C:36]=1[C:37]#[N:38], predict the reactants needed to synthesize it. The reactants are: C1(C(CC)C[CH:9](C(O)=O)[C:10](O)=[O:11])C=CC=CC=1.C([O:21][C:22](=[O:24])[CH3:23])(=O)C.[C:25]1([CH3:31])[CH:30]=[CH:29][CH:28]=[CH:27][CH:26]=1.[NH2:32][C:33]1[CH:40]=[CH:39][C:36]([C:37]#[N:38])=[C:35]([Cl:41])[CH:34]=1. (10) Given the product [F:1][C:2]1[CH:3]=[CH:4][C:5]([CH2:6][N:7]2[CH2:12][CH2:11][N:10]3[C:13](=[O:19])[C:14]([CH2:29][N:23]4[CH2:28][CH2:27][CH2:26][CH2:25][CH2:24]4)=[C:15]([OH:18])[C:16]([OH:17])=[C:9]3[C:8]2=[O:20])=[CH:21][CH:22]=1, predict the reactants needed to synthesize it. The reactants are: [F:1][C:2]1[CH:22]=[CH:21][C:5]([CH2:6][N:7]2[CH2:12][CH2:11][N:10]3[C:13](=[O:19])[CH:14]=[C:15]([OH:18])[C:16]([OH:17])=[C:9]3[C:8]2=[O:20])=[CH:4][CH:3]=1.[NH:23]1[CH2:28][CH2:27][CH2:26][CH2:25][CH2:24]1.[CH2:29]=O.